This data is from Forward reaction prediction with 1.9M reactions from USPTO patents (1976-2016). The task is: Predict the product of the given reaction. Given the reactants [NH2:1][C:2]1[CH:3]=[CH:4][N:5]([CH3:27])[C:6]2[C:7]=1[CH:8]=[CH:9][C:10]1[N:19]([C:20]3[CH:25]=[CH:24][C:23]([F:26])=[CH:22][CH:21]=3)[CH2:18][CH:17]=[C:12]3[NH:13][C:14](=[O:16])[C:15]=2[C:11]=13.C(N(CC)C(C)C)(C)C.CN(C(ON1N=NC2C=CC=NC1=2)=[N+](C)C)C.F[P-](F)(F)(F)(F)F.[CH3:61][N:62]1[CH:66]=[C:65]([CH2:67][C:68](O)=[O:69])[CH:64]=[N:63]1, predict the reaction product. The product is: [F:26][C:23]1[CH:22]=[CH:21][C:20]([N:19]2[C:10]3=[C:11]4[C:15](=[C:6]5[N:5]([CH3:27])[CH:4]=[CH:3][C:2]([NH:1][C:68](=[O:69])[CH2:67][C:65]6[CH:64]=[N:63][N:62]([CH3:61])[CH:66]=6)=[C:7]5[CH:8]=[CH:9]3)[C:14](=[O:16])[NH:13][C:12]4=[CH:17][CH2:18]2)=[CH:25][CH:24]=1.